Task: Predict which catalyst facilitates the given reaction.. Dataset: Catalyst prediction with 721,799 reactions and 888 catalyst types from USPTO (1) Reactant: [NH2:1][C:2]1[CH:3]=[C:4]([CH:7]=[CH:8][CH:9]=1)[CH:5]=O.Cl.[OH:11][NH2:12].CC([O-])=O.[Na+]. Product: [NH2:1][C:2]1[CH:3]=[C:4]([CH:7]=[CH:8][CH:9]=1)[CH:5]=[N:12][OH:11]. The catalyst class is: 14. (2) Reactant: [Cl:1][C:2]1[CH:29]=[CH:28][C:5]2[N:6]([C:25](=[O:27])[CH3:26])[CH2:7][C:8]3[CH:15]=[CH:14][C:13](B4OC(C)(C)C(C)(C)O4)=[CH:12][C:9]=3[CH2:10][CH2:11][C:4]=2[CH:3]=1.Br[C:31]1[CH:39]=[CH:38][CH:37]=[CH:36][C:32]=1[C:33]([NH2:35])=[O:34].C([O-])([O-])=O.[Na+].[Na+]. Product: [C:25]([N:6]1[CH2:7][C:8]2[CH:15]=[CH:14][C:13]([C:31]3[CH:39]=[CH:38][CH:37]=[CH:36][C:32]=3[C:33]([NH2:35])=[O:34])=[CH:12][C:9]=2[CH2:10][CH2:11][C:4]2[CH:3]=[C:2]([Cl:1])[CH:29]=[CH:28][C:5]1=2)(=[O:27])[CH3:26]. The catalyst class is: 73. (3) Reactant: [CH3:1][C:2]1([CH3:22])[C:11](=[O:12])[NH:10][C:9]2[N:8]=[CH:7][C:6](/[CH:13]=[CH:14]/[C:15]([O:17]C(C)(C)C)=[O:16])=[CH:5][C:4]=2[CH2:3]1. Product: [CH3:1][C:2]1([CH3:22])[C:11](=[O:12])[NH:10][C:9]2[N:8]=[CH:7][C:6](/[CH:13]=[CH:14]/[C:15]([OH:17])=[O:16])=[CH:5][C:4]=2[CH2:3]1. The catalyst class is: 2. (4) Reactant: [O:1]=[C:2]1[O:7][CH2:6][C:5]2[CH:8]=[CH:9][CH:10]=[CH:11][C:4]=2[N:3]1[CH:12]1[CH2:17][CH2:16][N:15]([C:18]2[CH:30]=[CH:29][C:21]([C:22](OC(C)(C)C)=[O:23])=[CH:20][CH:19]=2)[CH2:14][CH2:13]1. Product: [CH3:5][CH:4]([NH:3][C:22](=[O:23])[C:21]1[CH:29]=[CH:30][C:18]([N:15]2[CH2:14][CH2:13][CH:12]([N:3]3[C:4]4[CH:11]=[CH:10][CH:9]=[CH:8][C:5]=4[CH2:6][O:7][C:2]3=[O:1])[CH2:17][CH2:16]2)=[CH:19][CH:20]=1)[CH3:11]. The catalyst class is: 330. (5) Reactant: [NH:1]1[C:9]2[CH2:8][CH2:7][C@H:6]([C:10]([O:12]C)=[O:11])[CH2:5][C:4]=2[CH:3]=[N:2]1.O.O.[OH-].[Li+]. Product: [NH:1]1[C:9]2[CH2:8][CH2:7][C@H:6]([C:10]([OH:12])=[O:11])[CH2:5][C:4]=2[CH:3]=[N:2]1. The catalyst class is: 5.